From a dataset of Full USPTO retrosynthesis dataset with 1.9M reactions from patents (1976-2016). Predict the reactants needed to synthesize the given product. (1) Given the product [Cl:28][C:24]1[N:23]=[C:22]([C:2]2[O:31][C:29]([CH3:30])=[N:32][C:3]=2[C:5]2[CH:6]=[C:7]([NH:11][C:12](=[O:21])[C:13]3[CH:18]=[C:17]([F:19])[CH:16]=[CH:15][C:14]=3[F:20])[CH:8]=[CH:9][CH:10]=2)[CH:27]=[CH:26][N:25]=1, predict the reactants needed to synthesize it. The reactants are: Br[CH:2]([C:22]1[CH:27]=[CH:26][N:25]=[C:24]([Cl:28])[N:23]=1)[C:3]([C:5]1[CH:6]=[C:7]([NH:11][C:12](=[O:21])[C:13]2[CH:18]=[C:17]([F:19])[CH:16]=[CH:15][C:14]=2[F:20])[CH:8]=[CH:9][CH:10]=1)=O.[C:29]([NH2:32])(=[O:31])[CH3:30]. (2) Given the product [N+:8]([C:5]1[CH:6]=[CH:7][C:2]([N:11]2[CH:15]=[N:14][CH:13]=[N:12]2)=[N:3][CH:4]=1)([O-:10])=[O:9], predict the reactants needed to synthesize it. The reactants are: F[C:2]1[CH:7]=[CH:6][C:5]([N+:8]([O-:10])=[O:9])=[CH:4][N:3]=1.[NH:11]1[CH:15]=[N:14][CH:13]=[N:12]1.C(=O)([O-])[O-].[Cs+].[Cs+].O.